Dataset: Full USPTO retrosynthesis dataset with 1.9M reactions from patents (1976-2016). Task: Predict the reactants needed to synthesize the given product. (1) Given the product [F:1][C:2]1[CH:3]=[C:4]2[C:9](=[C:10]([O:12][Si:13]([CH:20]([CH3:22])[CH3:21])([CH:17]([CH3:19])[CH3:18])[CH:14]([CH3:15])[CH3:16])[CH:11]=1)[N:8]=[C:7]([CH:23]=[O:25])[CH:6]=[CH:5]2, predict the reactants needed to synthesize it. The reactants are: [F:1][C:2]1[CH:3]=[C:4]2[C:9](=[C:10]([O:12][Si:13]([CH:20]([CH3:22])[CH3:21])([CH:17]([CH3:19])[CH3:18])[CH:14]([CH3:16])[CH3:15])[CH:11]=1)[N:8]=[C:7]([CH3:23])[CH:6]=[CH:5]2.[Se](=O)=[O:25]. (2) Given the product [CH3:24][O:23][C:20]1[CH:21]=[CH:22][C:17]([CH2:16][N:15]2[C:10]3[S:9][CH:8]=[C:7]([CH:32]=[CH2:33])[C:11]=3[C:12]3=[N:28][CH:27]=[N:26][N:13]3[C:14]2=[O:25])=[CH:18][CH:19]=1, predict the reactants needed to synthesize it. The reactants are: FC(F)(F)S(O[C:7]1[C:11]2[C:12]3[N:13]([N:26]=[CH:27][N:28]=3)[C:14](=[O:25])[N:15]([CH2:16][C:17]3[CH:22]=[CH:21][C:20]([O:23][CH3:24])=[CH:19][CH:18]=3)[C:10]=2[S:9][CH:8]=1)(=O)=O.[B-](F)(F)(F)[CH:32]=[CH2:33].[K+].C(Cl)Cl.C(N(CC)CC)C.